Dataset: Catalyst prediction with 721,799 reactions and 888 catalyst types from USPTO. Task: Predict which catalyst facilitates the given reaction. (1) Product: [NH:29]1[C:23]2=[N:24][CH:25]=[CH:26][CH:27]=[C:22]2[CH:21]=[CH:20]1. Reactant: C(OCCS(C1C=CC(C([C:20]2[NH:29][C:23]3=[N:24][CH:25]=[C:26](F)[CH:27]=[C:22]3[CH:21]=2)=CC(C)C)=CC=1)(=O)=O)C. The catalyst class is: 43. (2) Reactant: C([O:3][C:4]([C:6]1[NH:7][C:8]([CH:12]=[C:13]2[C:21]3[C:16](=[CH:17][CH:18]=[C:19]([Cl:22])[CH:20]=3)[NH:15][C:14]2=[O:23])=[C:9]([CH3:11])[CH:10]=1)=[O:5])C.[OH-].[K+]. Product: [Cl:22][C:19]1[CH:20]=[C:21]2[C:16](=[CH:17][CH:18]=1)[NH:15][C:14](=[O:23])[C:13]2=[CH:12][C:8]1[NH:7][C:6]([C:4]([OH:5])=[O:3])=[CH:10][C:9]=1[CH3:11]. The catalyst class is: 645. (3) Reactant: C1CC[CH:4]([NH:7]C(N2CCOCC2)=NC2CCCCC2)[CH2:3]C1.C1N([P:28]([O:31][CH2:32][C@H:33]2[O:37][C@@H:36]([N:38]3[C:42]4[NH:43][C:44]([NH2:48])=[N:45][C:46](=[O:47])[C:41]=4[N:40]=[CH:39]3)[C@H:35]([OH:49])[C@@H:34]2[OH:50])([OH:30])=[O:29])CCOC1.C(OC(NCC[N:61]([C@@H:66]([CH3:78])[C:67](=[O:77])[O:68][CH2:69][CH:70]([CH2:74][CH2:75][CH3:76])[CH2:71][CH2:72][CH3:73])[P:62](=[O:65])([O-:64])[O-:63])=O)(C)(C)C.N1CCCCC1.C(SC1NN=NN=1)C. Product: [NH2:48][C:44]1[NH:45][C:46](=[O:47])[C:41]2[N:40]=[CH:39][N:38]([C@@H:36]3[O:37][C@H:33]([CH2:32][O:31][P:28]([O:64][P:62]([NH:61][C@@H:66]([CH3:78])[C:67]([O:68][CH2:69][CH:70]([CH2:71][CH2:72][CH3:73])[CH2:74][CH2:75][CH3:76])=[O:77])([O:63][CH2:3][CH2:4][NH2:7])=[O:65])([OH:30])=[O:29])[C@@H:34]([OH:50])[C@H:35]3[OH:49])[C:42]=2[N:43]=1. The catalyst class is: 17. (4) Reactant: Cl.[CH3:2][O:3][C:4](=[O:16])[C@:5]([NH2:15])([CH3:14])[CH2:6][C:7]1[CH:12]=[CH:11][C:10]([OH:13])=[CH:9][CH:8]=1.C([O-])(O)=O.[Na+].Cl[C:23]([O:25][CH2:26][C:27]1[CH:32]=[CH:31][CH:30]=[CH:29][CH:28]=1)=[O:24]. Product: [CH3:2][O:3][C:4](=[O:16])[C@:5]([NH:15][C:23]([O:25][CH2:26][C:27]1[CH:32]=[CH:31][CH:30]=[CH:29][CH:28]=1)=[O:24])([CH3:14])[CH2:6][C:7]1[CH:12]=[CH:11][C:10]([OH:13])=[CH:9][CH:8]=1. The catalyst class is: 13. (5) The catalyst class is: 37. Product: [N:26]([C:16]1[N:15]=[CH:14][C:13]2[C:18](=[CH:19][CH:20]=[C:11]([O:10][C:8]3[CH:7]=[CH:6][N:5]=[C:4]([C:3]([NH:2][CH3:1])=[O:25])[CH:9]=3)[CH:12]=2)[N:17]=1)=[N+:27]=[N-:28]. Reactant: [CH3:1][NH:2][C:3](=[O:25])[C:4]1[CH:9]=[C:8]([O:10][C:11]2[CH:12]=[C:13]3[C:18](=[CH:19][CH:20]=2)[N:17]=[C:16](S(C)(=O)=O)[N:15]=[CH:14]3)[CH:7]=[CH:6][N:5]=1.[N-:26]=[N+:27]=[N-:28].[Na+].O. (6) Reactant: [C:1]([O:5][C:6](=[O:20])[CH2:7][CH2:8][S:9][CH2:10][C:11]1[CH:12]=[C:13]([CH:17]=[CH:18][CH:19]=1)[C:14](O)=[O:15])([CH3:4])([CH3:3])[CH3:2].C(Cl)(=O)C([Cl:24])=O. Product: [Cl:24][C:14]([C:13]1[CH:12]=[C:11]([CH:19]=[CH:18][CH:17]=1)[CH2:10][S:9][CH2:8][CH2:7][C:6]([O:5][C:1]([CH3:4])([CH3:3])[CH3:2])=[O:20])=[O:15]. The catalyst class is: 120. (7) Reactant: [CH3:1][O:2][C:3]([C:5]1[CH:10]=[CH:9][C:8]([C:11]2[C:12]([CH3:42])([CH3:41])[C@H:13]3[C@:26]([CH3:29])([CH2:27][CH:28]=2)[C@@H:25]2[C@:16]([CH3:40])([C@@:17]4([CH3:39])[C@H:22]([CH2:23][CH2:24]2)[C@H:21]2[C@H:30]([C:33]([CH3:35])=[CH2:34])[CH2:31][CH2:32][C@:20]2([C:36](O)=[O:37])[CH2:19][CH2:18]4)[CH2:15][CH2:14]3)=[CH:7][CH:6]=1)=[O:4].C(NC(C)C)(C)C.[CH2:50]([NH2:55])[CH2:51][CH:52]([CH3:54])[CH3:53].CN(C(ON1N=NC2C=CC=NC1=2)=[N+](C)C)C.F[P-](F)(F)(F)(F)F. Product: [CH2:50]([NH:55][C:36]([C@:20]12[CH2:32][CH2:31][C@@H:30]([C:33]([CH3:35])=[CH2:34])[C@@H:21]1[C@@H:22]1[C@@:17]([CH3:39])([CH2:18][CH2:19]2)[C@@:16]2([CH3:40])[C@@H:25]([C@:26]3([CH3:29])[C@@H:13]([CH2:14][CH2:15]2)[C:12]([CH3:42])([CH3:41])[C:11]([C:8]2[CH:7]=[CH:6][C:5]([C:3]([O:2][CH3:1])=[O:4])=[CH:10][CH:9]=2)=[CH:28][CH2:27]3)[CH2:24][CH2:23]1)=[O:37])[CH2:51][CH:52]([CH3:54])[CH3:53]. The catalyst class is: 49.